Dataset: Reaction yield outcomes from USPTO patents with 853,638 reactions. Task: Predict the reaction yield, written as a fraction of the theoretical maximum amount of product (1.0 means a 100% yield; for example, 0.34 means a 34% yield). The reactants are [NH2:1][C:2]1[CH:7]=[CH:6][C:5]([C:8]([CH3:12])([CH3:11])[C:9]#[N:10])=[C:4]([C:13]2[CH:17]=[CH:16][S:15][CH:14]=2)[CH:3]=1.[CH3:18][O:19][C:20]1[CH:21]=[C:22]([CH:26]=[CH:27][C:28]=1[O:29][CH3:30])[C:23](Cl)=[O:24].C(N(CC)CC)C. The catalyst is C(Cl)Cl. The product is [C:9]([C:8]([CH3:11])([CH3:12])[C:5]1[CH:6]=[CH:7][C:2]([NH:1][C:23](=[O:24])[C:22]2[CH:26]=[CH:27][C:28]([O:29][CH3:30])=[C:20]([O:19][CH3:18])[CH:21]=2)=[CH:3][C:4]=1[C:13]1[CH:17]=[CH:16][S:15][CH:14]=1)#[N:10]. The yield is 0.390.